From a dataset of Reaction yield outcomes from USPTO patents with 853,638 reactions. Predict the reaction yield, written as a fraction of the theoretical maximum amount of product (1.0 means a 100% yield; for example, 0.34 means a 34% yield). (1) The reactants are C[Al](C)C.[CH3:5][S:6]([C:9]1[CH:18]=[CH:17][C:12]2[N:13]=[C:14]([NH2:16])[S:15][C:11]=2[CH:10]=1)(=[O:8])=[O:7].CCN(C(C)C)C(C)C.[Cl:28][C:29]1[CH:39]=[CH:38][C:37]([N+:40]([O-:42])=[O:41])=[CH:36][C:30]=1[C:31]([N:33]=[C:34]=[O:35])=[O:32]. The catalyst is ClCCCl. The product is [Cl:28][C:29]1[CH:39]=[CH:38][C:37]([N+:40]([O-:42])=[O:41])=[CH:36][C:30]=1[C:31]([NH:33][C:34](=[O:35])[NH:16][C:14]1[S:15][C:11]2[CH:10]=[C:9]([S:6]([CH3:5])(=[O:7])=[O:8])[CH:18]=[CH:17][C:12]=2[N:13]=1)=[O:32]. The yield is 0.270. (2) The catalyst is ClCCl. The reactants are [Si:1]([O:8][C:9]1[CH:13]=[C:12]([C:14]([F:17])([F:16])[F:15])[S:11][C:10]=1[CH2:18]O)([C:4]([CH3:7])([CH3:6])[CH3:5])([CH3:3])[CH3:2].C(N(CC)CC)C.S(Cl)([Cl:29])=O. The yield is 0.700. The product is [C:4]([Si:1]([O:8][C:9]1[CH:13]=[C:12]([C:14]([F:17])([F:16])[F:15])[S:11][C:10]=1[CH2:18][Cl:29])([CH3:3])[CH3:2])([CH3:7])([CH3:6])[CH3:5]. (3) The reactants are [Cl:1][C:2]1[CH:7]=[C:6](/[CH:8]=[CH:9]/[CH:10]([C:15]2[CH:20]=[C:19]([Cl:21])[CH:18]=[C:17]([Cl:22])[CH:16]=2)[C:11]([F:14])([F:13])[F:12])[CH:5]=[CH:4][C:3]=1[CH2:23][NH2:24].C1C=CC2N([OH:34])N=NC=2C=1.CCN=C=NC[CH2:41][CH2:42]N(C)C.Cl.CCN(C(C)C)C(C)C. The catalyst is CN(C=O)C.O. The product is [Cl:1][C:2]1[CH:7]=[C:6](/[CH:8]=[CH:9]/[CH:10]([C:15]2[CH:16]=[C:17]([Cl:22])[CH:18]=[C:19]([Cl:21])[CH:20]=2)[C:11]([F:13])([F:14])[F:12])[CH:5]=[CH:4][C:3]=1[CH2:23][NH:24][C:41](=[O:34])[CH3:42]. The yield is 0.600. (4) The reactants are [C:1]([CH:5]1[CH2:13][C:12]2[C:7](=[CH:8][CH:9]=[CH:10][CH:11]=2)[NH:6]1)([CH3:4])([CH3:3])[CH3:2].[N+:14]([O-])([O-:16])=[O:15].[K+].C([O-])([O-])=O.[Na+].[Na+]. The catalyst is OS(O)(=O)=O. The product is [C:1]([CH:5]1[CH2:13][C:12]2[C:7](=[CH:8][C:9]([N+:14]([O-:16])=[O:15])=[CH:10][CH:11]=2)[NH:6]1)([CH3:4])([CH3:2])[CH3:3]. The yield is 0.310. (5) The reactants are C[Si]([N:5]=[N+:6]=[N-:7])(C)C.C([Sn](=[O:17])CCCC)CCC.[CH2:18]([C:22]1[CH:27]=[C:26]([CH3:28])[N:25]([C:29]2[N:34]=[CH:33][C:32](OCC)=[CH:31][N:30]=2)[C:24](=[O:38])[C:23]=1[CH2:39][C:40]1[CH:45]=[CH:44][C:43]([C:46]2[C:47]([C:52]#[N:53])=[CH:48][CH:49]=[CH:50][CH:51]=2)=[CH:42][CH:41]=1)[CH2:19][CH2:20][CH3:21].[C:54]1([CH3:60])C=CC=CC=1. No catalyst specified. The product is [NH:5]1[C:52]([C:47]2[CH:48]=[CH:49][CH:50]=[CH:51][C:46]=2[C:43]2[CH:44]=[CH:45][C:40]([CH2:39][C:23]3[C:24](=[O:38])[N:25]([C:29]4[N:30]=[C:31]([O:17][CH2:54][CH3:60])[CH:32]=[CH:33][N:34]=4)[C:26]([CH3:28])=[CH:27][C:22]=3[CH2:18][CH2:19][CH2:20][CH3:21])=[CH:41][CH:42]=2)=[N:53][N:7]=[N:6]1. The yield is 0.310. (6) The yield is 0.980. The catalyst is CO. The product is [CH3:1][Si:2]([CH3:19])([CH3:18])[CH2:3][CH2:4][O:5][CH2:6][N:7]1[C:11]2[CH:12]=[CH:13][CH:14]=[CH:15][C:10]=2[N:9]=[C:8]1[CH2:16][NH:20][CH:21]1[C:30]2[N:29]=[CH:28][CH:27]=[CH:26][C:25]=2[CH2:24][CH2:23][CH2:22]1. The reactants are [CH3:1][Si:2]([CH3:19])([CH3:18])[CH2:3][CH2:4][O:5][CH2:6][N:7]1[C:11]2[CH:12]=[CH:13][CH:14]=[CH:15][C:10]=2[N:9]=[C:8]1[CH:16]=O.[NH2:20][CH:21]1[C:30]2[N:29]=[CH:28][CH:27]=[CH:26][C:25]=2[CH2:24][CH2:23][CH2:22]1.[BH4-].[Na+].